This data is from Full USPTO retrosynthesis dataset with 1.9M reactions from patents (1976-2016). The task is: Predict the reactants needed to synthesize the given product. (1) Given the product [CH3:22][O:21][CH:14]([C:15]1[CH:20]=[CH:19][CH:18]=[CH:17][CH:16]=1)[CH2:13][NH:12][C:10]1[C:9]2[C:4](=[CH:5][CH:6]=[CH:7][CH:8]=2)[N:3]=[C:2]([C:29]2[C:24]([CH3:23])=[CH:25][C:26]3[N:27]([CH:33]=[CH:34][N:35]=3)[CH:28]=2)[N:11]=1, predict the reactants needed to synthesize it. The reactants are: Cl[C:2]1[N:11]=[C:10]([NH:12][CH2:13][CH:14]([O:21][CH3:22])[C:15]2[CH:20]=[CH:19][CH:18]=[CH:17][CH:16]=2)[C:9]2[C:4](=[CH:5][CH:6]=[CH:7][CH:8]=2)[N:3]=1.[CH3:23][C:24]1[C:29](B(O)O)=[CH:28][N:27]2[CH:33]=[CH:34][N:35]=[C:26]2[CH:25]=1.C(NC1C2C(=CC=CC=2)N=C(C2SC3C=CC=CC=3C=2)N=1)(C1C=CC=CC=1)C1C=CC=CC=1. (2) Given the product [CH3:1][N:2]1[C:6](/[C:7](=[N:14]\[O:15][CH2:16][C:17]2[N:22]=[C:21]([NH:23][C:30](=[O:37])[O:31][CH2:32][CH2:33][CH2:34][CH2:35][Cl:36])[CH:20]=[CH:19][CH:18]=2)/[C:8]2[CH:9]=[CH:10][CH:11]=[CH:12][CH:13]=2)=[N:5][N:4]=[N:3]1, predict the reactants needed to synthesize it. The reactants are: [CH3:1][N:2]1[C:6]([C:7](=[N:14][O:15][CH2:16][C:17]2[N:22]=[C:21]([NH2:23])[CH:20]=[CH:19][CH:18]=2)[C:8]2[CH:13]=[CH:12][CH:11]=[CH:10][CH:9]=2)=[N:5][N:4]=[N:3]1.N1C=CC=CC=1.[C:30](Cl)(=[O:37])[O:31][CH2:32][CH2:33][CH2:34][CH2:35][Cl:36]. (3) The reactants are: [F:1][C:2]([F:17])([F:16])[C:3]1[CH:8]=[CH:7][C:6]([N:9]2[CH2:14][CH2:13][CH:12]([OH:15])[CH2:11][CH2:10]2)=[CH:5][CH:4]=1.[H-].[Na+].Cl[C:21]1[N:22]=[CH:23][C:24]([C:27]([O:29][CH3:30])=[O:28])=[N:25][CH:26]=1. Given the product [F:17][C:2]([F:1])([F:16])[C:3]1[CH:4]=[CH:5][C:6]([N:9]2[CH2:14][CH2:13][CH:12]([O:15][C:21]3[N:22]=[CH:23][C:24]([C:27]([O:29][CH3:30])=[O:28])=[N:25][CH:26]=3)[CH2:11][CH2:10]2)=[CH:7][CH:8]=1, predict the reactants needed to synthesize it. (4) Given the product [C:1]([O:5][C:6]([N:8]1[CH2:9][CH2:10][N:11]([C:14]2[C:15]3[CH:25]=[C:24]([CH2:26][CH3:27])[S:23][C:16]=3[N:17]=[C:18]([C:20]#[N:21])[N:19]=2)[CH2:12][CH2:13]1)=[O:7])([CH3:4])([CH3:3])[CH3:2], predict the reactants needed to synthesize it. The reactants are: [C:1]([O:5][C:6]([N:8]1[CH2:13][CH2:12][N:11]([C:14]2[C:15]3[CH:25]=[C:24]([CH2:26][CH3:27])[S:23][C:16]=3[N:17]=[C:18]([C:20](=O)[NH2:21])[N:19]=2)[CH2:10][CH2:9]1)=[O:7])([CH3:4])([CH3:3])[CH3:2].C(N(C(C)C)CC)(C)C.FC(F)(F)C(OC(=O)C(F)(F)F)=O.C(OCC)(=O)C.CCCCCC. (5) Given the product [N:52]1[CH:57]=[CH:56][C:55]([O:20][CH:21]2[CH2:22][CH2:23][N:24]([C:27]3[N:32]=[CH:31][C:30]([C:33]4([C:36]([N:38]5[CH2:42][CH2:41][C@@:40]6([C:46]7[CH:47]=[CH:48][CH:49]=[CH:50][C:45]=7[C:44](=[O:51])[O:43]6)[CH2:39]5)=[O:37])[CH2:34][CH2:35]4)=[CH:29][CH:28]=3)[CH2:25][CH2:26]2)=[CH:54][CH:53]=1, predict the reactants needed to synthesize it. The reactants are: N(C(OCC)=O)=NC(OCC)=O.FC(F)(F)C(O)=O.[OH:20][CH:21]1[CH2:26][CH2:25][N:24]([C:27]2[N:32]=[CH:31][C:30]([C:33]3([C:36]([N:38]4[CH2:42][CH2:41][C@@:40]5([C:46]6[CH:47]=[CH:48][CH:49]=[CH:50][C:45]=6[C:44](=[O:51])[O:43]5)[CH2:39]4)=[O:37])[CH2:35][CH2:34]3)=[CH:29][CH:28]=2)[CH2:23][CH2:22]1.[N:52]1[CH:57]=[CH:56][C:55](O)=[CH:54][CH:53]=1.C1(P(C2C=CC=CC=2)C2C=CC=CC=2)C=CC=CC=1.O1CCCC1.